From a dataset of Forward reaction prediction with 1.9M reactions from USPTO patents (1976-2016). Predict the product of the given reaction. (1) The product is: [OH:1][C@@H:2]([CH3:30])[CH2:3][CH2:4][CH2:5][CH2:6][N:7]1[C:16](=[O:17])[C:15]2[N:14]([CH2:18][C:19]3[CH:24]=[CH:23][CH:22]=[CH:21][CH:20]=3)[C:13]([CH2:25][NH2:26])=[N:12][C:11]=2[N:10]([CH3:29])[C:8]1=[O:9]. Given the reactants [OH:1][C@@H:2]([CH3:30])[CH2:3][CH2:4][CH2:5][CH2:6][N:7]1[C:16](=[O:17])[C:15]2[N:14]([CH2:18][C:19]3[CH:24]=[CH:23][CH:22]=[CH:21][CH:20]=3)[C:13]([CH2:25][N:26]=[N+]=[N-])=[N:12][C:11]=2[N:10]([CH3:29])[C:8]1=[O:9].[H][H], predict the reaction product. (2) Given the reactants [CH3:1][C:2]1[CH:7]=[CH:6][C:5]([C:8](=[O:26])[NH:9][C:10]2[CH:15]=[C:14]([C:16]([F:19])([F:18])[F:17])[CH:13]=[C:12]([N:20]3[CH:24]=[C:23]([CH3:25])[N:22]=[CH:21]3)[CH:11]=2)=[CH:4][C:3]=1[C:27]#[C:28][C:29]1[S:33][C:32]([NH:34]C(=O)OC(C)(C)C)=[N:31][CH:30]=1, predict the reaction product. The product is: [NH2:34][C:32]1[S:33][C:29]([C:28]#[C:27][C:3]2[CH:4]=[C:5]([CH:6]=[CH:7][C:2]=2[CH3:1])[C:8]([NH:9][C:10]2[CH:15]=[C:14]([C:16]([F:18])([F:17])[F:19])[CH:13]=[C:12]([N:20]3[CH:24]=[C:23]([CH3:25])[N:22]=[CH:21]3)[CH:11]=2)=[O:26])=[CH:30][N:31]=1. (3) Given the reactants C(=O)([O-])[O-].[K+].[K+].[NH2:7][C:8](=[O:43])[C@@H:9]([NH:26][C:27]([C:29]1([NH:35][C:36](=[O:42])[O:37][C:38]([CH3:41])([CH3:40])[CH3:39])[CH2:34][CH2:33][O:32][CH2:31][CH2:30]1)=[O:28])[CH2:10][C:11]1[CH:16]=[CH:15][C:14](B2OC(C)(C)C(C)(C)O2)=[CH:13][CH:12]=1.Br[C:45]1[CH:46]=[C:47]2[CH2:53][N:52]([CH3:54])[C:51](=[O:55])[C:48]2=[N:49][CH:50]=1, predict the reaction product. The product is: [NH2:7][C:8](=[O:43])[C@@H:9]([NH:26][C:27]([C:29]1([NH:35][C:36](=[O:42])[O:37][C:38]([CH3:39])([CH3:41])[CH3:40])[CH2:30][CH2:31][O:32][CH2:33][CH2:34]1)=[O:28])[CH2:10][C:11]1[CH:16]=[CH:15][C:14]([C:45]2[CH:46]=[C:47]3[CH2:53][N:52]([CH3:54])[C:51](=[O:55])[C:48]3=[N:49][CH:50]=2)=[CH:13][CH:12]=1. (4) Given the reactants CCN(C(C)C)C(C)C.[C:10]1([C:20]([OH:22])=O)[C:19]2[C:14](=[CH:15][CH:16]=[CH:17][CH:18]=2)[CH:13]=[CH:12][N:11]=1.CN(C(O[N:31]1N=N[C:33]2[CH:34]=[CH:35]C=C[C:32]1=2)=[N+](C)C)C.[B-](F)(F)(F)F.[C:45]([O:48][CH2:49]C)(=[O:47])[CH3:46], predict the reaction product. The product is: [CH3:49][O:48][C:45]([C@@H:46]1[CH2:35][CH2:34][CH2:33][CH2:32][N:31]1[C:20]([C:10]1[C:19]2[C:14](=[CH:15][CH:16]=[CH:17][CH:18]=2)[CH:13]=[CH:12][N:11]=1)=[O:22])=[O:47].